From a dataset of Reaction yield outcomes from USPTO patents with 853,638 reactions. Predict the reaction yield, written as a fraction of the theoretical maximum amount of product (1.0 means a 100% yield; for example, 0.34 means a 34% yield). (1) The reactants are CO[C:3]([C:5]1[S:9][C:8](/[CH:10]=[CH:11]/[C:12]2[C:13]([CH2:18][CH2:19][CH2:20][CH3:21])=[N:14][O:15][C:16]=2[CH3:17])=[N:7][C:6]=1[CH3:22])=[O:4].[CH2:23]([CH2:25][NH2:26])[OH:24]. The catalyst is C1(C)C=CC=CC=1.[C@H](O)(C([O-])=O)[C@@H](O)C([O-])=O.[Na+].[K+]. The product is [OH:24][CH2:23][CH2:25][NH:26][C:3]([C:5]1[S:9][C:8](/[CH:10]=[CH:11]/[C:12]2[C:13]([CH2:18][CH2:19][CH2:20][CH3:21])=[N:14][O:15][C:16]=2[CH3:17])=[N:7][C:6]=1[CH3:22])=[O:4]. The yield is 0.810. (2) The reactants are [O:1]=[CH:2][C:3]([C:5]1[CH:14]=[CH:13][C:8]([C:9]([O:11][CH3:12])=[O:10])=[CH:7][CH:6]=1)=[O:4].C([O-])([O-])[O:16][CH2:17][CH3:18].[C:21]1(C)C=CC=C[CH:22]=1. The catalyst is O.C1(C)C=CC(S(O)(=O)=O)=CC=1. The product is [CH2:21]([O:1][CH:2]([O:16][CH2:17][CH3:18])[C:3]([C:5]1[CH:14]=[CH:13][C:8]([C:9]([O:11][CH3:12])=[O:10])=[CH:7][CH:6]=1)=[O:4])[CH3:22]. The yield is 0.820. (3) The reactants are [C:1]1([C:7](=[O:14])[CH2:8][CH2:9][CH2:10][CH2:11][CH2:12][CH3:13])[CH:6]=[CH:5][CH:4]=[CH:3][CH:2]=1.[Br:15]Br.C([O-])(O)=O.[Na+].ClCCl. The catalyst is C1C=CC=CC=1. The product is [Br:15][CH:8]([CH2:9][CH2:10][CH2:11][CH2:12][CH3:13])[C:7]([C:1]1[CH:6]=[CH:5][CH:4]=[CH:3][CH:2]=1)=[O:14]. The yield is 1.00. (4) The reactants are [Cl:1][C:2]1[N:3]=[CH:4][CH:5]=[C:6]2[C:10]([CH3:11])=[C:9]([CH3:12])[NH:8][C:7]=12.Br[CH2:14][CH:15]1[CH2:17][CH2:16]1. No catalyst specified. The product is [Cl:1][C:2]1[N:3]=[CH:4][CH:5]=[C:6]2[C:10]([CH3:11])=[C:9]([CH3:12])[N:8]([CH2:14][CH:15]3[CH2:17][CH2:16]3)[C:7]=12. The yield is 0.920. (5) The reactants are Cl[C:2]1[N:3]=[C:4]([NH:17][CH2:18][CH2:19][CH3:20])[C:5]2[N:11]=[C:10]([Cl:12])[N:9]=[C:8]([NH:13][CH2:14][CH2:15][CH3:16])[C:6]=2[N:7]=1.[CH3:21][NH2:22].C1COCC1. No catalyst specified. The product is [Cl:12][C:10]1[N:9]=[C:8]([NH:13][CH2:14][CH2:15][CH3:16])[C:6]2[N:7]=[C:2]([NH:22][CH3:21])[N:3]=[C:4]([NH:17][CH2:18][CH2:19][CH3:20])[C:5]=2[N:11]=1. The yield is 0.990. (6) The product is [C:8]([NH2:16])(=[O:9])[C:7]1[CH:11]=[CH:12][CH:4]=[CH:5][CH:6]=1. The catalyst is CN(C=O)C. The reactants are FC(F)(F)O[C:4]1[CH:12]=[CH:11][C:7]([C:8](O)=[O:9])=[CH:6][CH:5]=1.C[N:16](C(ON1N=NC2C=CC=NC1=2)=[N+](C)C)C.F[P-](F)(F)(F)(F)F.CCN(C(C)C)C(C)C.NC(C)(COC1C=CC2COB(O)C=2C=1N(C)C)C#N. The yield is 0.138. (7) The reactants are [Cl:1][C:2]1[C:3]2[C:10](I)=[CH:9][N:8]([CH:12]3[CH2:17][CH2:16][N:15]([CH:18]4[CH2:23][CH2:22][N:21]([CH3:24])[CH2:20][CH2:19]4)[CH2:14][CH2:13]3)[C:4]=2[N:5]=[CH:6][N:7]=1.[O:25]([C:32]1[CH:37]=[CH:36][C:35](B(O)O)=[CH:34][CH:33]=1)[C:26]1[CH:31]=[CH:30][CH:29]=[CH:28][CH:27]=1.C(=O)([O-])[O-].[Na+].[Na+]. The catalyst is COCCOC.O. The product is [Cl:1][C:2]1[C:3]2[C:10]([C:35]3[CH:36]=[CH:37][C:32]([O:25][C:26]4[CH:31]=[CH:30][CH:29]=[CH:28][CH:27]=4)=[CH:33][CH:34]=3)=[CH:9][N:8]([CH:12]3[CH2:17][CH2:16][N:15]([CH:18]4[CH2:23][CH2:22][N:21]([CH3:24])[CH2:20][CH2:19]4)[CH2:14][CH2:13]3)[C:4]=2[N:5]=[CH:6][N:7]=1. The yield is 0.510.